This data is from Catalyst prediction with 721,799 reactions and 888 catalyst types from USPTO. The task is: Predict which catalyst facilitates the given reaction. (1) Reactant: [Cl:1][C:2]1[CH:3]=[CH:4][C:5]([N:34]2[CH:38]=[N:37][CH:36]=[N:35]2)=[C:6]([CH:33]=1)[CH2:7][C:8]1[O:9][C:10]2[CH:15]=[CH:14][N:13]=[C:12]([NH:16][CH2:17][CH2:18][CH:19]3[CH2:24][CH2:23][CH2:22][CH2:21][N:20]3C(OC(C)(C)C)=O)[C:11]=2[N:32]=1.C(O)(C(F)(F)F)=O. Product: [Cl:1][C:2]1[CH:3]=[CH:4][C:5]([N:34]2[CH:38]=[N:37][CH:36]=[N:35]2)=[C:6]([CH:33]=1)[CH2:7][C:8]1[O:9][C:10]2[CH:15]=[CH:14][N:13]=[C:12]([NH:16][CH2:17][CH2:18][CH:19]3[CH2:24][CH2:23][CH2:22][CH2:21][NH:20]3)[C:11]=2[N:32]=1. The catalyst class is: 2. (2) The catalyst class is: 11. Product: [CH3:1][O:2][C:3](=[O:31])[C@H:4]([CH2:21][C:22]1[CH:27]=[CH:26][C:25]([N+:28]([O-:30])=[O:29])=[CH:24][CH:23]=1)[NH:5][C:6]([C:8]1([CH2:13][CH2:14][CH2:15][CH2:16][S:17]([CH3:20])(=[O:19])=[O:18])[CH2:12][CH2:11][CH2:10][CH2:9]1)=[S:46]. Reactant: [CH3:1][O:2][C:3](=[O:31])[C@H:4]([CH2:21][C:22]1[CH:27]=[CH:26][C:25]([N+:28]([O-:30])=[O:29])=[CH:24][CH:23]=1)[NH:5][C:6]([C:8]1([CH2:13][CH2:14][CH2:15][CH2:16][S:17]([CH3:20])(=[O:19])=[O:18])[CH2:12][CH2:11][CH2:10][CH2:9]1)=O.C1COCC1.COC1C=CC(P2(SP(C3C=CC(OC)=CC=3)(=S)S2)=[S:46])=CC=1.C(=O)(O)[O-].[Na+]. (3) Reactant: O.[C:2]([O-:5])(=[O:4])[CH3:3].[Pb+2:6].[C:7]([O-:10])(=[O:9])[CH3:8]. Product: [C:2]([O-:5])(=[O:4])[CH3:3].[Pb+2:6].[C:7]([O-:10])(=[O:9])[CH3:8]. The catalyst class is: 141.